Dataset: Merck oncology drug combination screen with 23,052 pairs across 39 cell lines. Task: Regression. Given two drug SMILES strings and cell line genomic features, predict the synergy score measuring deviation from expected non-interaction effect. (1) Drug 1: N#Cc1ccc(Cn2cncc2CN2CCN(c3cccc(Cl)c3)C(=O)C2)cc1. Drug 2: O=C(CCCCCCC(=O)Nc1ccccc1)NO. Cell line: A375. Synergy scores: synergy=6.26. (2) Drug 1: CN1C(=O)C=CC2(C)C3CCC4(C)C(NC(=O)OCC(F)(F)F)CCC4C3CCC12. Drug 2: CCc1cnn2c(NCc3ccc[n+]([O-])c3)cc(N3CCCCC3CCO)nc12. Cell line: VCAP. Synergy scores: synergy=23.8.